The task is: Predict the reaction yield, written as a fraction of the theoretical maximum amount of product (1.0 means a 100% yield; for example, 0.34 means a 34% yield).. This data is from Reaction yield outcomes from USPTO patents with 853,638 reactions. (1) The reactants are [Br:1][C:2]1[CH:11]=[CH:10][CH:9]=[C:8]2[C:3]=1[CH2:4][CH2:5][CH2:6]/[C:7]/2=[N:12]\O.CC(C[AlH]CC(C)C)C.CCCCCC.[F-].[Na+].Cl. The catalyst is C(Cl)Cl.O. The product is [Br:1][C:2]1[C:3]2[CH2:4][CH2:5][CH2:6][CH2:7][NH:12][C:8]=2[CH:9]=[CH:10][CH:11]=1. The yield is 0.450. (2) The reactants are Cl[C:2]1[CH:7]=[C:6](/[CH:8]=[CH:9]/[CH:10]([C:15]2[CH:20]=[C:19]([Cl:21])[CH:18]=[C:17]([Cl:22])[CH:16]=2)[C:11]([F:14])([F:13])[F:12])[CH:5]=[CH:4][C:3]=1[CH2:23][NH2:24].[C:25](OC(=O)C)(=[O:27])[CH3:26]. The catalyst is C(Cl)Cl.O. The product is [Cl:22][C:17]1[CH:16]=[C:15]([CH:10]([C:11]([F:14])([F:12])[F:13])/[CH:9]=[CH:8]/[C:6]2[CH:7]=[CH:2][C:3]([CH2:23][NH:24][C:25](=[O:27])[CH3:26])=[CH:4][CH:5]=2)[CH:20]=[C:19]([Cl:21])[CH:18]=1. The yield is 0.600. (3) The reactants are [CH:1]([NH:4][CH2:5][C:6]1[O:10][N:9]=[C:8]([C:11]2[CH:16]=[CH:15][C:14]([CH3:17])=[CH:13][CH:12]=2)[N:7]=1)([CH3:3])[CH3:2].C(N(CC)CC)C.[C:25]1([CH3:36])[CH:30]=[CH:29][C:28]([O:31][CH2:32][C:33](Cl)=[O:34])=[CH:27][CH:26]=1. The catalyst is C1COCC1. The product is [CH:1]([N:4]([CH2:5][C:6]1[O:10][N:9]=[C:8]([C:11]2[CH:12]=[CH:13][C:14]([CH3:17])=[CH:15][CH:16]=2)[N:7]=1)[C:33](=[O:34])[CH2:32][O:31][C:28]1[CH:29]=[CH:30][C:25]([CH3:36])=[CH:26][CH:27]=1)([CH3:3])[CH3:2]. The yield is 0.880. (4) The reactants are [NH2:1][C:2]1[CH:3]=[C:4]([C:9]([CH3:12])=[CH:10][CH:11]=1)[C:5]([O:7][CH3:8])=[O:6].C(N([CH2:18][CH3:19])CC)C.[Cl-:20]. The catalyst is ClCCl. The product is [CH3:8][O:7][C:5](=[O:6])[C:4]1[CH:3]=[C:2]([NH:1][C:5](=[O:6])[C:4]2[CH:9]=[CH:10][C:19]([CH2:18][Cl:20])=[CH:2][CH:3]=2)[CH:11]=[CH:10][C:9]=1[CH3:12]. The yield is 0.660. (5) The reactants are CC1C=CC(S(O[CH2:12][CH2:13][CH2:14][C:15]2[C:23]3[C:18](=[CH:19][CH:20]=[C:21]([Cl:24])[CH:22]=3)[NH:17][CH:16]=2)(=O)=O)=CC=1.[CH3:25][C:26]1[CH:31]=[C:30]([CH3:32])[N:29]=[C:28]([N:33]2[CH2:38][CH2:37][NH:36][CH2:35][CH2:34]2)[N:27]=1.C(=O)([O-])[O-].[K+].[K+].[I-].[K+]. The catalyst is C(#N)C. The product is [Cl:24][C:21]1[CH:22]=[C:23]2[C:18](=[CH:19][CH:20]=1)[NH:17][CH:16]=[C:15]2[CH2:14][CH2:13][CH2:12][N:36]1[CH2:37][CH2:38][N:33]([C:28]2[N:27]=[C:26]([CH3:25])[CH:31]=[C:30]([CH3:32])[N:29]=2)[CH2:34][CH2:35]1. The yield is 0.650. (6) The reactants are [OH:1][C:2]1[C:3]([CH3:11])=[C:4]([CH:8]=[CH:9][CH:10]=1)[C:5]([OH:7])=[O:6].[C:12]([O-])([O-])=O.[K+].[K+].I[CH:19]([CH3:21])[CH3:20].CCO[C:25]([CH3:27])=O. The catalyst is CN(C=O)C. The product is [CH3:11][C:3]1[C:2]([O:1][CH:25]([CH3:27])[CH3:12])=[CH:10][CH:9]=[CH:8][C:4]=1[C:5]([O:7][CH:19]([CH3:21])[CH3:20])=[O:6]. The yield is 0.400. (7) The reactants are [P:1]([OH:32])([OH:31])([O:3][CH2:4][C@@H:5]1[O:9][C:8](=[O:10])[N:7]([C:11]2[CH:16]=[CH:15][C:14]([C:17]3[CH:18]=[N:19][C:20]([NH:23][C:24]4[N:28]([CH3:29])[N:27]=[N:26][N:25]=4)=[CH:21][CH:22]=3)=[C:13]([F:30])[CH:12]=2)[CH2:6]1)=[O:2].C[O-].[Na+:35]. The catalyst is CO. The product is [Na+:35].[Na+:35].[P:1]([O-:31])([O-:32])([O:3][CH2:4][C@@H:5]1[O:9][C:8](=[O:10])[N:7]([C:11]2[CH:16]=[CH:15][C:14]([C:17]3[CH:18]=[N:19][C:20]([NH:23][C:24]4[N:28]([CH3:29])[N:27]=[N:26][N:25]=4)=[CH:21][CH:22]=3)=[C:13]([F:30])[CH:12]=2)[CH2:6]1)=[O:2]. The yield is 0.716. (8) The yield is 0.600. The catalyst is CN(C=O)C.O.CCOC(C)=O. The reactants are [F:1][C:2]1[CH:3]=[C:4]([C:8]2[N:13]=[CH:12][C:11]([C:14]([OH:16])=O)=[CH:10][N:9]=2)[CH:5]=[CH:6][CH:7]=1.CN(C(ON1N=NC2C=CC(=CC1=2)Cl)=[N+](C)C)C.F[P-](F)(F)(F)(F)F.CCN(C(C)C)C(C)C.[F:51][C:52]1[CH:53]=[C:54]2[C:58](=[CH:59][CH:60]=1)[N:57]([NH2:61])[CH:56]=[C:55]2[CH3:62]. The product is [F:51][C:52]1[CH:53]=[C:54]2[C:58](=[CH:59][CH:60]=1)[N:57]([NH:61][C:14]([C:11]1[CH:12]=[N:13][C:8]([C:4]3[CH:5]=[CH:6][CH:7]=[C:2]([F:1])[CH:3]=3)=[N:9][CH:10]=1)=[O:16])[CH:56]=[C:55]2[CH3:62]. (9) The reactants are [CH:1]1([CH2:4][N:5]2[CH2:10][CH2:9][N:8]([C:11]3[N:16]=[CH:15][C:14]([C:17]4[CH:24]=[CH:23][C:20]([C:21]#N)=[CH:19][CH:18]=4)=[CH:13][CH:12]=3)[CH2:7][CH2:6]2)[CH2:3][CH2:2]1.CC(C[AlH]CC(C)C)C.C[OH:35].[OH-].[Na+]. The catalyst is C1COCC1.O. The product is [CH:1]1([CH2:4][N:5]2[CH2:10][CH2:9][N:8]([C:11]3[N:16]=[CH:15][C:14]([C:17]4[CH:24]=[CH:23][C:20]([CH:21]=[O:35])=[CH:19][CH:18]=4)=[CH:13][CH:12]=3)[CH2:7][CH2:6]2)[CH2:3][CH2:2]1. The yield is 0.510.